From a dataset of Reaction yield outcomes from USPTO patents with 853,638 reactions. Predict the reaction yield, written as a fraction of the theoretical maximum amount of product (1.0 means a 100% yield; for example, 0.34 means a 34% yield). (1) The product is [CH3:10][C:3]([C:4]1[CH:7]=[CH:8][CH:24]=[C:23]([O:22][CH3:21])[C:5]=1[O:18][CH3:17])=[O:2]. The reactants are C[O:2][C:3]1[C:10](OC)=C[CH:8]=[CH:7][C:4]=1[C:5]#N.C[Mg]Br.C[C:17](O)=[O:18].C[CH2:21][O:22][CH2:23][CH3:24]. No catalyst specified. The yield is 0.925. (2) The product is [CH2:11]([O:10][C:8]([C:7]1[C:2]2[CH2:3][CH2:4][CH2:5][C:1]=2[NH:25][N:24]=1)=[O:9])[CH3:12]. The reactants are [C:1]1(=O)[CH2:5][CH2:4][CH2:3][CH2:2]1.[C:7](OCC)(=O)[C:8]([O:10][CH2:11][CH3:12])=[O:9].CC([O-])(C)C.[K+].Cl.[NH2:24][NH2:25]. The catalyst is CCO.C1COCC1.O. The yield is 0.710. (3) The reactants are Cl.[CH:2]1[C:15]2[NH:14][C:13]3[C:8](=[CH:9][CH:10]=[CH:11][CH:12]=3)[S:7][C:6]=2[CH:5]=[CH:4][C:3]=1[C:16]1[N:17]=[C:18]([CH2:21][NH2:22])[S:19][CH:20]=1.[C:23](Cl)(=[O:29])[CH2:24][CH2:25][CH2:26][CH2:27][CH3:28].C(Cl)(=O)C. No catalyst specified. The product is [CH:2]1[C:15]2[NH:14][C:13]3[C:8](=[CH:9][CH:10]=[CH:11][CH:12]=3)[S:7][C:6]=2[CH:5]=[CH:4][C:3]=1[C:16]1[N:17]=[C:18]([CH2:21][NH:22][C:23](=[O:29])[CH2:24][CH2:25][CH2:26][CH2:27][CH3:28])[S:19][CH:20]=1. The yield is 0.407. (4) The reactants are [CH2:1]([O:8][C:9]1[CH:10]=[C:11]([C:16]2[C:17](OS(C(F)(F)F)(=O)=O)=[N:18][CH:19]=[C:20]([CH:25]=2)[C:21]([O:23][CH3:24])=[O:22])[CH:12]=[CH:13][C:14]=1[Cl:15])[C:2]1[CH:7]=[CH:6][CH:5]=[CH:4][CH:3]=1.[CH3:34][C:35]1[CH:40]=[CH:39][CH:38]=[CH:37][C:36]=1B(O)O. No catalyst specified. The product is [CH2:1]([O:8][C:9]1[CH:10]=[C:11]([C:16]2[C:17]([C:36]3[CH:37]=[CH:38][CH:39]=[CH:40][C:35]=3[CH3:34])=[N:18][CH:19]=[C:20]([CH:25]=2)[C:21]([O:23][CH3:24])=[O:22])[CH:12]=[CH:13][C:14]=1[Cl:15])[C:2]1[CH:7]=[CH:6][CH:5]=[CH:4][CH:3]=1. The yield is 0.950. (5) The reactants are [NH:1]1[C:9]2[CH:8]=[CH:7][CH:6]=[C:5]([C:10]([OH:12])=[O:11])[C:4]=2[CH:3]=[CH:2]1.Cl.[CH3:14]N(C)CCCN=C=NCC.CO. The catalyst is ClCCl. The product is [NH:1]1[C:9]2[CH:8]=[CH:7][CH:6]=[C:5]([C:10]([O:12][CH3:14])=[O:11])[C:4]=2[CH:3]=[CH:2]1. The yield is 0.790. (6) The reactants are Cl[C:2]1[CH:17]=[CH:16][C:5]([C:6]([NH:8][C:9]2[CH:14]=[CH:13][C:12]([F:15])=[CH:11][CH:10]=2)=[O:7])=[CH:4][N:3]=1.[S-:18][CH2:19][CH3:20].[Na+]. The catalyst is O1CCCC1. The product is [CH2:19]([S:18][C:2]1[CH:17]=[CH:16][C:5]([C:6]([NH:8][C:9]2[CH:14]=[CH:13][C:12]([F:15])=[CH:11][CH:10]=2)=[O:7])=[CH:4][N:3]=1)[CH3:20]. The yield is 0.680.